From a dataset of Experimentally validated miRNA-target interactions with 360,000+ pairs, plus equal number of negative samples. Binary Classification. Given a miRNA mature sequence and a target amino acid sequence, predict their likelihood of interaction. (1) The miRNA is hsa-miR-6778-3p with sequence UGCCUCCCUGACAUUCCACAG. Result: 1 (interaction). The protein sequence of the target gene is MDTMMLNVRNLFEQLVRRVEILSEGNEVQFIQLAKDFEDFRKKWQRTDHELGKYKDLLMKAETERSALDVKLKHARNQVDVEIKRRQRAEADCEKLERQIQLIREMLMCDTSGSIQLSEEQKSALAFLNRGQPSSSNAGNKRLSTIDESGSILSDISFDKTDESLDWDSSLVKTFKLKKREKRRSTSRQFVDGPPGPVKKTRSIGSAVDQGNESIVAKTTVTVPNDGGPIEAVSTIETVPYWTRSRRKTGTLQPWNSDSTLNSRQLEPRTETDSVGTPQSNGGMRLHDFVSKTVIKPESC.... (2) Result: 0 (no interaction). The miRNA is hsa-miR-4757-3p with sequence CAUGACGUCACAGAGGCUUCGC. The protein sequence of the target gene is MEKSIWLLACLAWVLPTGSFVRTKIDTTENLLNTEVHSSPAQRWSMQVPPEVSAEAGDAAVLPCTFTHPHRHYDGPLTAIWRAGEPYAGPQVFRCAAARGSELCQTALSLHGRFRLLGNPRRNDLSLRVERLALADDRRYFCRVEFAGDVHDRYESRHGVRLHVTAAPRIVNISVLPSPAHAFRALCTAEGEPPPALAWSGPALGNSLAAVRSPREGHGHLVTAELPALTHDGRYTCTAANSLGRSEASVYLFRFHGASGASTVALLLGALGFKALLLLGVLAARAARRRPEHLDTPDTP.... (3) The miRNA is mmu-miR-186-5p with sequence CAAAGAAUUCUCCUUUUGGGCU. The protein sequence of the target gene is MKSPRRTTLCLMFIVIYSSKAALNWNYESTIHPLSLHEHEPAGEEALRQKRAVATKSPTAEEYTVNIEISFENASFLDPIKAYLNSLSFPIHGNNTDQITDILSINVTTVCRPAGNEIWCSCETGYGWPRERCLHNLICQERDVFLPGHHCSCLKELPPNGPFCLLQEDVTLNMRVRLNVGFQEDLMNTSSALYRSYKTDLETAFRKGYGILPGFKGVTVTGFKSGSVVVTYEVKTTPPSLELIHKANEQVVQSLNQTYKMDYNSFQAVTINESNFFVTPEIIFEGDTVSLVCEKEVLSS.... Result: 0 (no interaction).